This data is from Full USPTO retrosynthesis dataset with 1.9M reactions from patents (1976-2016). The task is: Predict the reactants needed to synthesize the given product. Given the product [Cl:14][C:10]1[CH:9]=[C:8]([C:6]2[CH:5]=[CH:4][N:3]=[C:2]([NH:20][CH:18]([CH3:19])[CH2:17][S:16][CH3:15])[N:7]=2)[CH:13]=[CH:12][N:11]=1, predict the reactants needed to synthesize it. The reactants are: Cl[C:2]1[N:7]=[C:6]([C:8]2[CH:13]=[CH:12][N:11]=[C:10]([Cl:14])[CH:9]=2)[CH:5]=[CH:4][N:3]=1.[CH3:15][S:16][CH2:17][CH:18]([NH2:20])[CH3:19].